From a dataset of NCI-60 drug combinations with 297,098 pairs across 59 cell lines. Regression. Given two drug SMILES strings and cell line genomic features, predict the synergy score measuring deviation from expected non-interaction effect. Drug 1: C1CN1C2=NC(=NC(=N2)N3CC3)N4CC4. Drug 2: CNC(=O)C1=NC=CC(=C1)OC2=CC=C(C=C2)NC(=O)NC3=CC(=C(C=C3)Cl)C(F)(F)F. Cell line: HCC-2998. Synergy scores: CSS=1.77, Synergy_ZIP=-19.3, Synergy_Bliss=-49.3, Synergy_Loewe=-18.0, Synergy_HSA=-39.2.